Predict the product of the given reaction. From a dataset of Forward reaction prediction with 1.9M reactions from USPTO patents (1976-2016). (1) Given the reactants [C:1](=[O:28])([O:12][CH2:13][C@H:14]([NH:21][C:22](=[O:27])[CH2:23][CH2:24][CH:25]=[CH2:26])[C:15]1[CH:20]=[CH:19][CH:18]=[CH:17][CH:16]=1)OC1C=CC([N+]([O-])=O)=CC=1.CCN(C(C)C)C(C)C.Cl.[CH2:39]([NH:42][CH2:43][C:44]([O:46][C:47]([CH3:50])([CH3:49])[CH3:48])=[O:45])[CH:40]=[CH2:41], predict the reaction product. The product is: [CH2:39]([N:42]([C:1]([O:12][CH2:13][C@H:14]([NH:21][C:22](=[O:27])[CH2:23][CH2:24][CH:25]=[CH2:26])[C:15]1[CH:16]=[CH:17][CH:18]=[CH:19][CH:20]=1)=[O:28])[CH2:43][C:44]([O:46][C:47]([CH3:50])([CH3:49])[CH3:48])=[O:45])[CH:40]=[CH2:41]. (2) Given the reactants [CH3:1][O:2][C:3]1[N:8]=[CH:7][N:6]=[C:5]([CH2:9][N:10]2[C:18]3[C:13](=[N:14][CH:15]=[CH:16][CH:17]=3)[C:12]([C:19]([OH:21])=O)=[CH:11]2)[C:4]=1[CH3:22].C(N(CC)CC)C.CCCP1(OP(CCC)(=O)OP(CCC)(=O)O1)=O.Cl.[F:49][CH2:50][CH2:51][NH2:52], predict the reaction product. The product is: [F:49][CH2:50][CH2:51][NH:52][C:19]([C:12]1[C:13]2=[N:14][CH:15]=[CH:16][CH:17]=[C:18]2[N:10]([CH2:9][C:5]2[C:4]([CH3:22])=[C:3]([O:2][CH3:1])[N:8]=[CH:7][N:6]=2)[CH:11]=1)=[O:21]. (3) Given the reactants [Br:1][C:2]1[CH:7]=[CH:6][C:5]([CH2:8][OH:9])=[CH:4][C:3]=1[Cl:10].[Cr](Cl)([O-])(=O)=O.[NH+]1C=CC=CC=1, predict the reaction product. The product is: [Br:1][C:2]1[CH:7]=[CH:6][C:5]([CH:8]=[O:9])=[CH:4][C:3]=1[Cl:10]. (4) Given the reactants [CH3:1][O:2][C:3]1[CH:11]=[C:10](Br)[CH:9]=[C:8]2[C:4]=1[CH:5]=[CH:6][NH:7]2.[CH2:13]([O:15][C:16](=[O:25])[CH:17]=[CH:18][C:19]1[CH:24]=[CH:23][CH:22]=[CH:21][N:20]=1)[CH3:14].C(OC(=O)C=C(C1C=CC=C2C=1C(C#N)=CN2)C1C=CC=CC=1)C, predict the reaction product. The product is: [CH2:13]([O:15][C:16](=[O:25])[CH:17]=[C:18]([C:10]1[CH:9]=[C:8]2[C:4]([CH:5]=[CH:6][NH:7]2)=[C:3]([O:2][CH3:1])[CH:11]=1)[C:19]1[CH:24]=[CH:23][CH:22]=[CH:21][N:20]=1)[CH3:14]. (5) Given the reactants [Cl:1][C:2]1[CH:7]=[CH:6][CH:5]=[CH:4][C:3]=1[C:8]1[CH:17]=[C:16]([CH:18]=O)[CH:15]=[C:14]2[C:9]=1[CH2:10][NH:11][C:12](=[O:28])[N:13]2[C:20]1[C:25]([Cl:26])=[CH:24][CH:23]=[CH:22][C:21]=1[Cl:27].[C:29]([N:39]1[CH2:44][CH2:43][NH:42][CH2:41][CH:40]1[CH3:45])([O:31][CH2:32][C:33]1[CH:38]=[CH:37][CH:36]=[CH:35][CH:34]=1)=[O:30], predict the reaction product. The product is: [Cl:1][C:2]1[CH:7]=[CH:6][CH:5]=[CH:4][C:3]=1[C:8]1[CH:17]=[C:16]([CH2:18][N:42]2[CH2:43][CH2:44][N:39]([C:29]([O:31][CH2:32][C:33]3[CH:34]=[CH:35][CH:36]=[CH:37][CH:38]=3)=[O:30])[CH:40]([CH3:45])[CH2:41]2)[CH:15]=[C:14]2[C:9]=1[CH2:10][NH:11][C:12](=[O:28])[N:13]2[C:20]1[C:21]([Cl:27])=[CH:22][CH:23]=[CH:24][C:25]=1[Cl:26]. (6) Given the reactants [Br:1][C:2]1[CH:7]=[CH:6][C:5]([C:8]2([N:11]([CH2:16][CH2:17][C:18](O)([C:23]3[CH:28]=[CH:27][CH:26]=[CH:25][CH:24]=3)[CH2:19][C:20]([CH3:22])=[CH2:21])[C:12](=[O:15])[O:13]C)[CH2:10][CH2:9]2)=[CH:4][CH:3]=1.[H-].[Na+], predict the reaction product. The product is: [Br:1][C:2]1[CH:7]=[CH:6][C:5]([C:8]2([N:11]3[CH2:16][CH2:17][C:18]([CH2:19][C:20]([CH3:22])=[CH2:21])([C:23]4[CH:24]=[CH:25][CH:26]=[CH:27][CH:28]=4)[O:13][C:12]3=[O:15])[CH2:9][CH2:10]2)=[CH:4][CH:3]=1. (7) Given the reactants [Br:1][C:2]1[CH:9]=[C:8]([N:10]2[C:18]3[CH2:17][CH2:16][CH2:15][C:14](=[O:19])[C:13]=3[C:12]([C:20]([F:23])([F:22])[F:21])=[N:11]2)[CH:7]=[CH:6][C:3]=1[C:4]#[N:5].[Br-:24].[Li+], predict the reaction product. The product is: [Br:1][C:2]1[CH:9]=[C:8]([N:10]2[C:18]3[CH2:17][CH2:16][CH:15]([Br:24])[C:14](=[O:19])[C:13]=3[C:12]([C:20]([F:21])([F:23])[F:22])=[N:11]2)[CH:7]=[CH:6][C:3]=1[C:4]#[N:5]. (8) Given the reactants Cl[C:2]1[N:7]=[C:6]2[NH:8][CH:9]=[CH:10][C:5]2=[C:4]([O:11][C:12]2[CH:17]=[CH:16][C:15]([NH2:18])=[CH:14][C:13]=2[F:19])[CH:3]=1, predict the reaction product. The product is: [F:19][C:13]1[CH:14]=[C:15]([CH:16]=[CH:17][C:12]=1[O:11][C:4]1[CH:3]=[CH:2][N:7]=[C:6]2[NH:8][CH:9]=[CH:10][C:5]=12)[NH2:18]. (9) Given the reactants FC(F)(F)S(O[C:7]1[C:8]2[S:23](=[O:25])(=[O:24])[CH2:22][CH2:21][CH2:20][C:9]=2[N:10]=[C:11]([C:13]2[CH:18]=[CH:17][CH:16]=[C:15]([Cl:19])[CH:14]=2)[N:12]=1)(=O)=O.[NH2:28][C:29]1[CH:34]=[CH:33][C:32]([CH2:35][C:36]([NH2:38])=[O:37])=[CH:31][CH:30]=1, predict the reaction product. The product is: [Cl:19][C:15]1[CH:14]=[C:13]([C:11]2[N:12]=[C:7]([NH:28][C:29]3[CH:30]=[CH:31][C:32]([CH2:35][C:36]([NH2:38])=[O:37])=[CH:33][CH:34]=3)[C:8]3[S:23](=[O:25])(=[O:24])[CH2:22][CH2:21][CH2:20][C:9]=3[N:10]=2)[CH:18]=[CH:17][CH:16]=1.